From a dataset of Experimentally validated miRNA-target interactions with 360,000+ pairs, plus equal number of negative samples. Binary Classification. Given a miRNA mature sequence and a target amino acid sequence, predict their likelihood of interaction. (1) The miRNA is hsa-miR-15b-5p with sequence UAGCAGCACAUCAUGGUUUACA. The protein sequence of the target gene is MKSARAKTPRKPTVKKGSQTNLKDPVGVYCRVRPLGFPDQECCIEVINNTTVQLHTPEGYRLNRNGDYKETQYSFKQVFGTHTTQKELFDVVANPLVNDLIHGKNGLLFTYGVTGSGKTHTMTGSPGEGGLLPRCLDMIFNSIGSFQAKRYVFKSNDRNSMDIQCEVDALLERQKREAMPNPKTSSSKRQVDPEFADMITVQEFCKAEEVDEDSVYGVFVSYIEIYNNYIYDLLEEVPFDPIKPKPPQSKLLREDKNHNMYVAGCTEVEVKSTEEAFEVFWRGQKKRRIANTHLNRESSR.... Result: 1 (interaction). (2) The miRNA is hsa-miR-4512 with sequence CAGGGCCUCACUGUAUCGCCCA. The protein sequence of the target gene is MTDSIPLQPVRHKKRVDSRPRAGCCEWLRCCGGGEPRPRTVWLGHPEKRDQRYPRNVINNQKYNFFTFLPGVLFSQFRYFFNFYFLLLACSQFVPEMRLGALYTYWVPLGFVLAVTIIREAVEEIRCYVRDKEMNSQVYSRLTSRGTVKVKSSNIQVGDLILVEKNQRVPADMIFLRTSEKNGSCFLRTDQLDGETDWKLRLPVACTQRLPTAADLLQIRSYVYAEEPNIDIHNFLGTFTREDSDPPISESLSIENTLWAGTVIASGTVVGVVLYTGRELRSVMNTSDPRSKIGLFDLEV.... Result: 0 (no interaction). (3) The miRNA is hsa-miR-4530 with sequence CCCAGCAGGACGGGAGCG. The protein sequence of the target gene is MKLLWQAKMSSIQDWGEEVEEGAVYHVTLKRVQIQQAANKGARWLGVEGDQLPPGHTVSQYETCKIRTIKAGTLEKLVENLLTAFGDNDFTYISIFLSTYRGFASTKEVLELLLDRYGNLTGPNCEDDGSQSSPESKAVIRNAIASILRAWLDQCAEDFREPPHFPCLQKLLEYLKQMMPGSDPERRAQNLLEQFQKQDVDSDNGLLNTSSFSLEEEEELESGGSAEFTNFSEDLVAEQLTYMDAQLFKKVVPHHCLGCIWSQRDKKENKHLAPTIRATISQFNTLTKCVVSTVLGSKEL.... Result: 0 (no interaction). (4) The miRNA is hsa-miR-4329 with sequence CCUGAGACCCUAGUUCCAC. The protein sequence of the target gene is MTIEDLPDFPLEGNPLFGRYPFIFSASDTPVIFSISAAPMPSDCEFSFFDPNDASCQEILFDPKTSVSELFAILRQWVPQVQQNIDIIGNEILKRGCNVNDRDGLTDMTLLHYTCKSGAHGIGDVETAVKFATQLIDLGADISLRSRWTNMNALHYAAYFDVPELIRVILKTSKPKDVDATCSDFNFGTALHIAAYNLCAGAVKCLLEQGANPAFRNDKGQIPADVVPDPVDMPLEMADAAATAKEIKQMLLDAVPLSCNISKAMLPNYDHVTGKAMLTSLGLKLGDRVVIAGQKVGTLR.... Result: 1 (interaction). (5) The miRNA is hsa-miR-2053 with sequence GUGUUAAUUAAACCUCUAUUUAC. The protein sequence of the target gene is MSGSCAAPGPGSGSSPAACRFAHYFVLCGIDADSGLEPDELAGENFDQSPLRRTFKSKVLAHYPQNIEWNPFDQDAVNMLCMPKGLSFRTQTDNKDPQFHSFIITREDGSRTYGFVLTFYEEVTSKQICTAMQTLYQMHNAEHYSSVYASSSCSMDSLASSLDEGDTTSLLKLQRYNSYDISRDTLYVSKSICLITPLPFMQACKKFLIQLYKAVTSQQPPPLPLESYIHNILYEVPLPPPGRSLKFYGVYEPVICQRPGPSELPLSDYPLREAFELLGLENLVQVFTCVLLEMQILLYS.... Result: 1 (interaction). (6) The miRNA is hsa-miR-5739 with sequence GCGGAGAGAGAAUGGGGAGC. The protein sequence of the target gene is MRLSKIQPHQSGTLLLLLLSNLLMWENVASVPRCIMEDGGCQKVLNYIFNMTSTISENFNNLSSETLNDFDTEYDPHQKFQNRPTMTCHTSSRSVPNNKRKAERMRPVVLLNVTIRMLAAWKNLLHHVENNMADLDGTPYVIISKVKLIDRQIKKLTKNLQNIKTILSQVNPDLKKNEDYPAWSGEPYVQQSKRRVQLFGLHSLFFCLNNDAQKVSDFISILRDQIVPNQ. Result: 0 (no interaction). (7) The miRNA is hsa-miR-4766-5p with sequence UCUGAAAGAGCAGUUGGUGUU. The protein sequence of the target gene is MEDGCPRIRRRVSVRKRNRGNLENLRASPTPAELQPAEDTEDEAAAGSRRRKTGSPEHAQENDSEEDMFGDYDSFTESSFLAHVDDLEQRYMQLPECGDRDADSGTKDLCSAGLKNNLRVTTVINLTDPETSEHGQKQSHLDVPAEPEPGSDLSFDVPSSQILYFENPQNSPEALGDPCTKKTNGDPQKSSHEELVSSHTEQPEPNNDFSNVRAASESSRRKSLKDHLKSTMAGNARAQTPAFPRSKHLREALLSEEISVAKKAIESPSDDLGPFYSLPSKVRDLYVQLKGIKKLYDWQH.... Result: 0 (no interaction). (8) The miRNA is hsa-miR-6813-5p with sequence CAGGGGCUGGGGUUUCAGGUUCU. The protein sequence of the target gene is MERQKRKADIEKGLQFIQSTLPLKQEEYEAFLLKLVQNLFAEGNDLFREKDYKQALVQYMEGLNVADYAASDQVALPRELLCKLHVNRAACYFTMGLYEKALEDSEKALGLDSESIRALFRKARALNELGRHKEAYECSSRCSLALPHDESVTQLGQELAQKLGLRVRKAYKRPQELETFSLLSNGTAAGVADQGTSNGLGSIDDIETDCYVDPRGSPALLPSTPTMPLFPHVLDLLAPLDSSRTLPSTDSLDDFSDGDVFGPELDTLLDSLSLVQGGLSGSGVPSELPQLIPVFPGGTP.... Result: 1 (interaction).